Dataset: Reaction yield outcomes from USPTO patents with 853,638 reactions. Task: Predict the reaction yield, written as a fraction of the theoretical maximum amount of product (1.0 means a 100% yield; for example, 0.34 means a 34% yield). (1) The reactants are [C:1]1([C:7]2[C:11]([C:12]3[C:17](=[O:18])[CH:16]=[CH:15][N:14]([C:19]4[CH:24]=[CH:23][CH:22]=[C:21]([C:25]([F:28])([F:27])[F:26])[CH:20]=4)[N:13]=3)=[CH:10][N:9](C(C3C=CC=CC=3)(C3C=CC=CC=3)C3C=CC=CC=3)[N:8]=2)[CH:6]=[CH:5][CH:4]=[CH:3][CH:2]=1.C(O)(C(F)(F)F)=O.[OH-].[Na+]. The catalyst is C(Cl)Cl. The product is [C:1]1([C:7]2[C:11]([C:12]3[C:17](=[O:18])[CH:16]=[CH:15][N:14]([C:19]4[CH:24]=[CH:23][CH:22]=[C:21]([C:25]([F:26])([F:27])[F:28])[CH:20]=4)[N:13]=3)=[CH:10][NH:9][N:8]=2)[CH:6]=[CH:5][CH:4]=[CH:3][CH:2]=1. The yield is 0.820. (2) The reactants are C=CCOC(C1C=CC(Cl)=CC=1Cl)CN1C=NC=C1.OS(O)(=O)=O.[Na].[CH3:26][CH2:27][CH2:28][CH2:29][CH:30]([CH2:33][O:34][C:35]([CH2:37][CH:38]([S:50]([OH:53])(=[O:52])=[O:51])[C:39]([O:41][CH2:42][CH:43]([CH2:46][CH2:47][CH2:48][CH3:49])[CH2:44][CH3:45])=[O:40])=[O:36])[CH2:31][CH3:32]. The catalyst is C(Cl)(Cl)Cl. The product is [CH3:26][CH2:27][CH2:28][CH2:29][CH:30]([CH2:33][O:34][C:35]([CH2:37][CH:38]([S:50]([OH:53])(=[O:52])=[O:51])[C:39]([O:41][CH2:42][CH:43]([CH2:46][CH2:47][CH2:48][CH3:49])[CH2:44][CH3:45])=[O:40])=[O:36])[CH2:31][CH3:32]. The yield is 0.610.